Dataset: Catalyst prediction with 721,799 reactions and 888 catalyst types from USPTO. Task: Predict which catalyst facilitates the given reaction. Reactant: [OH:1][CH2:2][CH:3]1[CH2:8][CH2:7][N:6]([C:9]([O:11][C:12]([CH3:15])([CH3:14])[CH3:13])=[O:10])[CH2:5][CH2:4]1.C(N(C(C)C)CC)(C)C.Cl[C:26](Cl)([O:28]C(=O)OC(Cl)(Cl)Cl)Cl.[NH2:37][C:38]1[CH:43]=[CH:42][CH:41]=[CH:40][C:39]=1[C:44]1[S:45][CH:46]=[C:47]([C:49]([O:51][CH2:52][CH3:53])=[O:50])[N:48]=1. Product: [CH2:52]([O:51][C:49]([C:47]1[N:48]=[C:44]([C:39]2[CH:40]=[CH:41][CH:42]=[CH:43][C:38]=2[NH:37][C:26]([O:1][CH2:2][CH:3]2[CH2:8][CH2:7][N:6]([C:9]([O:11][C:12]([CH3:15])([CH3:14])[CH3:13])=[O:10])[CH2:5][CH2:4]2)=[O:28])[S:45][CH:46]=1)=[O:50])[CH3:53]. The catalyst class is: 7.